This data is from Full USPTO retrosynthesis dataset with 1.9M reactions from patents (1976-2016). The task is: Predict the reactants needed to synthesize the given product. (1) Given the product [CH2:18]([O:20][C:21]1[CH:22]=[C:23]([CH:26]=[C:27]([O:30][CH2:31][CH3:32])[C:28]=1[F:29])[CH2:24][N:15]1[CH2:16][CH2:17][CH:12]([NH:11][C:9]2[O:10][C:6]3[CH:5]=[CH:4][CH:3]=[C:2]([I:1])[C:7]=3[N:8]=2)[CH2:13][CH2:14]1)[CH3:19], predict the reactants needed to synthesize it. The reactants are: [I:1][C:2]1[C:7]2[N:8]=[C:9]([NH:11][CH:12]3[CH2:17][CH2:16][NH:15][CH2:14][CH2:13]3)[O:10][C:6]=2[CH:5]=[CH:4][CH:3]=1.[CH2:18]([O:20][C:21]1[CH:22]=[C:23]([CH:26]=[C:27]([O:30][CH2:31][CH3:32])[C:28]=1[F:29])[CH:24]=O)[CH3:19].C([BH3-])#N.[Na+].C(N(C(C)C)C(C)C)C. (2) Given the product [CH:1]1([NH:4][C:5]2[N:13]=[C:12]([C:14]([F:16])([F:15])[F:17])[N:11]=[C:10]3[C:6]=2[N:7]=[CH:8][N:9]3[CH:33]2[CH2:34][CH2:35][CH2:36][CH2:31]2)[CH2:2][CH2:3]1, predict the reactants needed to synthesize it. The reactants are: [CH:1]1([NH:4][C:5]2[N:13]=[C:12]([C:14]([F:17])([F:16])[F:15])[N:11]=[C:10]3[C:6]=2[NH:7][CH:8]=[N:9]3)[CH2:3][CH2:2]1.[CH:35]1[CH:36]=[CH:31]C(P([C:31]2[CH:36]=[CH:35][CH:34]=[CH:33]C=2)[C:35]2[CH:36]=[CH:31]C=[CH:33][CH:34]=2)=[CH:33][CH:34]=1.C1(O)CCCC1. (3) Given the product [CH2:1]([O:3][C:4]([C:6]1([C:9]2[O:17][CH:15]([CH3:16])[CH2:14][C:12]([CH3:13])([CH3:11])[N:10]=2)[CH2:8][CH2:7]1)=[O:5])[CH3:2], predict the reactants needed to synthesize it. The reactants are: [CH2:1]([O:3][C:4]([C:6]1([C:9]#[N:10])[CH2:8][CH2:7]1)=[O:5])[CH3:2].[CH3:11][C:12](O)([CH2:14][CH:15]([OH:17])[CH3:16])[CH3:13]. (4) Given the product [CH3:16][O:1][CH:2]([C:10]1[CH:11]=[CH:12][CH:13]=[CH:14][CH:15]=1)[C:3]([CH3:9])([CH3:8])[C:4]([O:6][CH3:7])=[O:5], predict the reactants needed to synthesize it. The reactants are: [OH:1][CH:2]([C:10]1[CH:15]=[CH:14][CH:13]=[CH:12][CH:11]=1)[C:3]([CH3:9])([CH3:8])[C:4]([O:6][CH3:7])=[O:5].[CH3:16][Si](C)(C)[N-][Si](C)(C)C.[K+].IC.[NH4+].[Cl-].